Dataset: Full USPTO retrosynthesis dataset with 1.9M reactions from patents (1976-2016). Task: Predict the reactants needed to synthesize the given product. (1) Given the product [C:18]([O:17][C:15](=[O:16])[NH:1][C:2]([CH3:14])([CH3:13])[CH2:3][O:4][C:5]1[CH:12]=[CH:11][C:8]([C:9]#[N:10])=[CH:7][CH:6]=1)([CH3:21])([CH3:20])[CH3:19], predict the reactants needed to synthesize it. The reactants are: [NH2:1][C:2]([CH3:14])([CH3:13])[CH2:3][O:4][C:5]1[CH:12]=[CH:11][C:8]([C:9]#[N:10])=[CH:7][CH:6]=1.[C:15](O[C:15]([O:17][C:18]([CH3:21])([CH3:20])[CH3:19])=[O:16])([O:17][C:18]([CH3:21])([CH3:20])[CH3:19])=[O:16].O. (2) Given the product [F:9][C:3]1[C:4]([F:8])=[CH:5][CH:6]=[CH:7][C:2]=1[C:24]1([OH:26])[CH2:23][N:22]([C:15]([O:17][C:18]([CH3:20])([CH3:19])[CH3:21])=[O:16])[CH2:25]1, predict the reactants needed to synthesize it. The reactants are: Br[C:2]1[C:3]([F:9])=[C:4]([F:8])[CH:5]=[CH:6][CH:7]=1.C([Li])CCC.[C:15]([N:22]1[CH2:25][C:24](=[O:26])[CH2:23]1)([O:17][C:18]([CH3:21])([CH3:20])[CH3:19])=[O:16].[Cl-].[NH4+]. (3) The reactants are: [CH2:1]1[C:9](=[O:10])[CH2:8][CH:7]2[CH:2]1[CH2:3][C:4]([CH2:6]2)=[O:5].[CH2:11](O)[CH2:12][OH:13].CC1C=CC(S(O)(=O)=O)=CC=1. Given the product [CH2:8]1[C@H:7]2[C@H:2]([CH2:3][C:4](=[O:5])[CH2:6]2)[CH2:1][C:9]21[O:13][CH2:12][CH2:11][O:10]2, predict the reactants needed to synthesize it. (4) Given the product [CH3:53][C:35]1[CH:36]=[C:37]([C:39]2[CH:44]=[CH:43][C:42]([CH2:45][N:46]3[CH2:51][CH2:50][N:49]([C:5]([O:20][CH:15]([C:16]([F:19])([F:18])[F:17])[C:14]([F:22])([F:21])[F:13])=[O:11])[CH2:48][CH2:47]3)=[C:41]([CH3:52])[CH:40]=2)[CH:38]=[C:33]([CH3:32])[N:34]=1, predict the reactants needed to synthesize it. The reactants are: ClC(Cl)(O[C:5](=[O:11])OC(Cl)(Cl)Cl)Cl.[F:13][C:14]([F:22])([F:21])[CH:15]([OH:20])[C:16]([F:19])([F:18])[F:17].C(N(CC)C(C)C)(C)C.[CH3:32][C:33]1[CH:38]=[C:37]([C:39]2[CH:44]=[CH:43][C:42]([CH2:45][N:46]3[CH2:51][CH2:50][NH:49][CH2:48][CH2:47]3)=[C:41]([CH3:52])[CH:40]=2)[CH:36]=[C:35]([CH3:53])[N:34]=1. (5) Given the product [CH:19]1([CH:15]([C:12]2[CH:13]=[N:14][C:9]([C:6]3[CH:5]=[CH:4][C:3]([C:2]([F:1])([F:17])[F:18])=[CH:8][CH:7]=3)=[N:10][CH:11]=2)[OH:16])[CH2:23][CH2:22][CH2:21][CH2:20]1, predict the reactants needed to synthesize it. The reactants are: [F:1][C:2]([F:18])([F:17])[C:3]1[CH:8]=[CH:7][C:6]([C:9]2[N:14]=[CH:13][C:12]([CH:15]=[O:16])=[CH:11][N:10]=2)=[CH:5][CH:4]=1.[CH:19]1([Mg]Br)[CH2:23][CH2:22][CH2:21][CH2:20]1.